This data is from NCI-60 drug combinations with 297,098 pairs across 59 cell lines. The task is: Regression. Given two drug SMILES strings and cell line genomic features, predict the synergy score measuring deviation from expected non-interaction effect. (1) Drug 1: CC1C(C(CC(O1)OC2CC(CC3=C2C(=C4C(=C3O)C(=O)C5=C(C4=O)C(=CC=C5)OC)O)(C(=O)C)O)N)O.Cl. Drug 2: C1CN(CCN1C(=O)CCBr)C(=O)CCBr. Cell line: MOLT-4. Synergy scores: CSS=86.0, Synergy_ZIP=2.41, Synergy_Bliss=2.42, Synergy_Loewe=2.64, Synergy_HSA=4.86. (2) Drug 1: CN1C(=O)N2C=NC(=C2N=N1)C(=O)N. Drug 2: C1=NC2=C(N1)C(=S)N=CN2. Cell line: MDA-MB-231. Synergy scores: CSS=53.2, Synergy_ZIP=-2.79, Synergy_Bliss=-3.89, Synergy_Loewe=-39.5, Synergy_HSA=-4.35. (3) Drug 1: C1CN1C2=NC(=NC(=N2)N3CC3)N4CC4. Drug 2: CC12CCC3C(C1CCC2=O)CC(=C)C4=CC(=O)C=CC34C. Cell line: T-47D. Synergy scores: CSS=34.1, Synergy_ZIP=-3.25, Synergy_Bliss=0.753, Synergy_Loewe=-0.482, Synergy_HSA=-0.0102. (4) Drug 1: CC1=C(C=C(C=C1)NC2=NC=CC(=N2)N(C)C3=CC4=NN(C(=C4C=C3)C)C)S(=O)(=O)N.Cl. Drug 2: CCC1(CC2CC(C3=C(CCN(C2)C1)C4=CC=CC=C4N3)(C5=C(C=C6C(=C5)C78CCN9C7C(C=CC9)(C(C(C8N6C)(C(=O)OC)O)OC(=O)C)CC)OC)C(=O)OC)O.OS(=O)(=O)O. Cell line: K-562. Synergy scores: CSS=59.0, Synergy_ZIP=12.8, Synergy_Bliss=13.1, Synergy_Loewe=-5.32, Synergy_HSA=13.5. (5) Drug 1: C1=CC(=CC=C1CC(C(=O)O)N)N(CCCl)CCCl.Cl. Drug 2: C1=NC(=NC(=O)N1C2C(C(C(O2)CO)O)O)N. Cell line: DU-145. Synergy scores: CSS=-1.19, Synergy_ZIP=-0.687, Synergy_Bliss=0.310, Synergy_Loewe=-3.00, Synergy_HSA=-1.94. (6) Drug 1: C1=NC(=NC(=O)N1C2C(C(C(O2)CO)O)O)N. Drug 2: N.N.Cl[Pt+2]Cl. Cell line: CCRF-CEM. Synergy scores: CSS=75.3, Synergy_ZIP=2.23, Synergy_Bliss=1.82, Synergy_Loewe=-0.131, Synergy_HSA=5.95. (7) Drug 1: C1=NC2=C(N=C(N=C2N1C3C(C(C(O3)CO)O)O)F)N. Drug 2: CC1C(C(CC(O1)OC2CC(CC3=C2C(=C4C(=C3O)C(=O)C5=C(C4=O)C(=CC=C5)OC)O)(C(=O)CO)O)N)O.Cl. Cell line: UACC62. Synergy scores: CSS=21.0, Synergy_ZIP=-9.63, Synergy_Bliss=-4.29, Synergy_Loewe=-20.9, Synergy_HSA=-4.10. (8) Drug 1: CC1=C2C(C(=O)C3(C(CC4C(C3C(C(C2(C)C)(CC1OC(=O)C(C(C5=CC=CC=C5)NC(=O)C6=CC=CC=C6)O)O)OC(=O)C7=CC=CC=C7)(CO4)OC(=O)C)O)C)OC(=O)C. Drug 2: CC1C(C(CC(O1)OC2CC(CC3=C2C(=C4C(=C3O)C(=O)C5=CC=CC=C5C4=O)O)(C(=O)C)O)N)O. Cell line: OVCAR-8. Synergy scores: CSS=45.0, Synergy_ZIP=-4.71, Synergy_Bliss=-5.69, Synergy_Loewe=-0.493, Synergy_HSA=0.729. (9) Drug 1: CC(CN1CC(=O)NC(=O)C1)N2CC(=O)NC(=O)C2. Drug 2: CC=C1C(=O)NC(C(=O)OC2CC(=O)NC(C(=O)NC(CSSCCC=C2)C(=O)N1)C(C)C)C(C)C. Cell line: PC-3. Synergy scores: CSS=44.4, Synergy_ZIP=-1.81, Synergy_Bliss=0.549, Synergy_Loewe=1.94, Synergy_HSA=2.73. (10) Drug 1: C1CC(CNC1)C2=CC=C(C=C2)N3C=C4C=CC=C(C4=N3)C(=O)N. Drug 2: CC1=C(C(=CC=C1)Cl)NC(=O)C2=CN=C(S2)NC3=CC(=NC(=N3)C)N4CCN(CC4)CCO. Cell line: OVCAR3. Synergy scores: CSS=44.0, Synergy_ZIP=3.42, Synergy_Bliss=3.60, Synergy_Loewe=1.76, Synergy_HSA=5.95.